Dataset: NCI-60 drug combinations with 297,098 pairs across 59 cell lines. Task: Regression. Given two drug SMILES strings and cell line genomic features, predict the synergy score measuring deviation from expected non-interaction effect. (1) Drug 1: CC1=C2C(C(=O)C3(C(CC4C(C3C(C(C2(C)C)(CC1OC(=O)C(C(C5=CC=CC=C5)NC(=O)C6=CC=CC=C6)O)O)OC(=O)C7=CC=CC=C7)(CO4)OC(=O)C)O)C)OC(=O)C. Drug 2: CC(C)(C#N)C1=CC(=CC(=C1)CN2C=NC=N2)C(C)(C)C#N. Cell line: UACC62. Synergy scores: CSS=0.826, Synergy_ZIP=6.11, Synergy_Bliss=0.240, Synergy_Loewe=0.205, Synergy_HSA=-0.946. (2) Drug 1: CCC1=CC2CC(C3=C(CN(C2)C1)C4=CC=CC=C4N3)(C5=C(C=C6C(=C5)C78CCN9C7C(C=CC9)(C(C(C8N6C)(C(=O)OC)O)OC(=O)C)CC)OC)C(=O)OC.C(C(C(=O)O)O)(C(=O)O)O. Drug 2: CN(CC1=CN=C2C(=N1)C(=NC(=N2)N)N)C3=CC=C(C=C3)C(=O)NC(CCC(=O)O)C(=O)O. Cell line: A549. Synergy scores: CSS=57.5, Synergy_ZIP=-1.68, Synergy_Bliss=-2.23, Synergy_Loewe=1.50, Synergy_HSA=1.95. (3) Drug 1: CCC1=C2CN3C(=CC4=C(C3=O)COC(=O)C4(CC)O)C2=NC5=C1C=C(C=C5)O. Drug 2: C1CC(=O)NC(=O)C1N2C(=O)C3=CC=CC=C3C2=O. Cell line: HL-60(TB). Synergy scores: CSS=36.3, Synergy_ZIP=-4.64, Synergy_Bliss=-2.55, Synergy_Loewe=-33.2, Synergy_HSA=-3.61. (4) Drug 1: C1=NC2=C(N1)C(=S)N=C(N2)N. Drug 2: CC1C(C(=O)NC(C(=O)N2CCCC2C(=O)N(CC(=O)N(C(C(=O)O1)C(C)C)C)C)C(C)C)NC(=O)C3=C4C(=C(C=C3)C)OC5=C(C(=O)C(=C(C5=N4)C(=O)NC6C(OC(=O)C(N(C(=O)CN(C(=O)C7CCCN7C(=O)C(NC6=O)C(C)C)C)C)C(C)C)C)N)C. Cell line: MALME-3M. Synergy scores: CSS=15.2, Synergy_ZIP=-1.18, Synergy_Bliss=8.83, Synergy_Loewe=6.62, Synergy_HSA=7.33. (5) Drug 1: CC1=C(C(CCC1)(C)C)C=CC(=CC=CC(=CC(=O)O)C)C. Drug 2: CCCCCOC(=O)NC1=NC(=O)N(C=C1F)C2C(C(C(O2)C)O)O. Cell line: OVCAR3. Synergy scores: CSS=-5.55, Synergy_ZIP=8.24, Synergy_Bliss=10.1, Synergy_Loewe=-1.20, Synergy_HSA=-1.58. (6) Synergy scores: CSS=73.6, Synergy_ZIP=2.14, Synergy_Bliss=2.27, Synergy_Loewe=3.25, Synergy_HSA=7.25. Drug 2: CCC1=C2CN3C(=CC4=C(C3=O)COC(=O)C4(CC)O)C2=NC5=C1C=C(C=C5)O. Cell line: 786-0. Drug 1: CC1=C2C(C(=O)C3(C(CC4C(C3C(C(C2(C)C)(CC1OC(=O)C(C(C5=CC=CC=C5)NC(=O)OC(C)(C)C)O)O)OC(=O)C6=CC=CC=C6)(CO4)OC(=O)C)OC)C)OC. (7) Drug 1: C1=C(C(=O)NC(=O)N1)F. Drug 2: C1=CC=C(C(=C1)C(C2=CC=C(C=C2)Cl)C(Cl)Cl)Cl. Cell line: OVCAR-8. Synergy scores: CSS=34.7, Synergy_ZIP=-1.72, Synergy_Bliss=-5.04, Synergy_Loewe=-9.85, Synergy_HSA=-4.36.